From a dataset of Full USPTO retrosynthesis dataset with 1.9M reactions from patents (1976-2016). Predict the reactants needed to synthesize the given product. (1) Given the product [CH2:23]([O:19][C:8]1([C:3]2[CH:4]=[CH:5][CH:6]=[CH:7][C:2]=2[F:1])[CH2:9][N:10]([C:12]([O:14][C:15]([CH3:16])([CH3:18])[CH3:17])=[O:13])[CH2:11]1)[CH2:24][CH2:25][CH3:26], predict the reactants needed to synthesize it. The reactants are: [F:1][C:2]1[CH:7]=[CH:6][CH:5]=[CH:4][C:3]=1[C:8]1([OH:19])[CH2:11][N:10]([C:12]([O:14][C:15]([CH3:18])([CH3:17])[CH3:16])=[O:13])[CH2:9]1.[H-].[Na+].I[CH2:23][CH2:24][CH2:25][CH3:26]. (2) Given the product [Cl:12][C:13]1[N:14]=[CH:15][N:16]=[C:17]([O:3][C@@H:4]([CH3:11])[C:5]([O:7][CH:8]([CH3:10])[CH3:9])=[O:6])[CH:18]=1, predict the reactants needed to synthesize it. The reactants are: [H-].[Na+].[OH:3][C@@H:4]([CH3:11])[C:5]([O:7][CH:8]([CH3:10])[CH3:9])=[O:6].[Cl:12][C:13]1[CH:18]=[C:17](Cl)[N:16]=[CH:15][N:14]=1. (3) Given the product [CH3:1][O:2][C:3](=[O:20])[CH2:4][CH2:5][CH2:6][CH:7]=[C:8]([Sn:25]([CH2:26][CH2:27][CH2:28][CH3:29])([CH2:30][CH2:31][CH2:32][CH3:33])[CH2:21][CH2:22][CH2:23][CH3:24])[C:9]1[CH:14]=[C:13]([C:15]([F:16])([F:17])[F:18])[CH:12]=[C:11]([F:19])[CH:10]=1, predict the reactants needed to synthesize it. The reactants are: [CH3:1][O:2][C:3](=[O:20])[CH2:4][CH2:5][CH2:6][C:7]#[C:8][C:9]1[CH:14]=[C:13]([C:15]([F:18])([F:17])[F:16])[CH:12]=[C:11]([F:19])[CH:10]=1.[CH2:21]([SnH:25]([CH2:30][CH2:31][CH2:32][CH3:33])[CH2:26][CH2:27][CH2:28][CH3:29])[CH2:22][CH2:23][CH3:24]. (4) The reactants are: [CH3:1][C:2]1[CH:12]=[CH:11][CH:10]=[C:4]2[C:5]([O:7][C:8](=[O:9])[C:3]=12)=O.Cl.[NH2:14][C:15]1([CH3:23])[CH2:20][CH2:19][C:18](=[O:21])[NH:17][C:16]1=[O:22].C([O-])(=O)C.[Na+]. Given the product [CH3:1][C:2]1[CH:12]=[CH:11][CH:10]=[C:4]2[C:3]=1[C:8](=[O:9])[N:14]([C:15]1([CH3:23])[CH2:20][CH2:19][C:18](=[O:21])[NH:17][C:16]1=[O:22])[C:5]2=[O:7], predict the reactants needed to synthesize it. (5) Given the product [NH2:1][C:2]1[C:7]([S:8]([N:11]([CH3:13])[CH3:12])(=[O:10])=[O:9])=[CH:6][C:5]([B:18]2[O:19][C:20]([CH3:22])([CH3:21])[C:16]([CH3:32])([CH3:15])[O:17]2)=[CH:4][N:3]=1, predict the reactants needed to synthesize it. The reactants are: [NH2:1][C:2]1[C:7]([S:8]([N:11]([CH3:13])[CH3:12])(=[O:10])=[O:9])=[CH:6][C:5](Br)=[CH:4][N:3]=1.[CH3:15][C:16]1([CH3:32])[C:20]([CH3:22])([CH3:21])[O:19][B:18]([B:18]2[O:19][C:20]([CH3:22])([CH3:21])[C:16]([CH3:32])([CH3:15])[O:17]2)[O:17]1.C([O-])(=O)C.[K+]. (6) Given the product [C:1]([O:5][C:6]([N:8]1[CH2:11][C:10]([CH3:42])([C:12]([C:14]2[CH:15]=[C:16]3[C:25](=[CH:26][C:27]=2[C:28]([F:30])([F:29])[F:31])[O:24][CH2:23][C:22]2[N:17]3[CH:18]([CH3:41])[C:19](=[O:40])[NH:20][N:21]=2)=[CH2:13])[CH2:9]1)=[O:7])([CH3:4])([CH3:2])[CH3:3], predict the reactants needed to synthesize it. The reactants are: [C:1]([O:5][C:6]([N:8]1[CH2:11][C:10]([CH3:42])([C:12]([C:14]2[CH:15]=[C:16]3[C:25](=[CH:26][C:27]=2[C:28]([F:31])([F:30])[F:29])[O:24][CH2:23][C:22]2[N:17]3[CH:18]([CH3:41])[C:19](=[O:40])[N:20](COCC[Si](C)(C)C)[N:21]=2)=[CH2:13])[CH2:9]1)=[O:7])([CH3:4])([CH3:3])[CH3:2].[F-].C([N+](CCCC)(CCCC)CCCC)CCC.